Dataset: Full USPTO retrosynthesis dataset with 1.9M reactions from patents (1976-2016). Task: Predict the reactants needed to synthesize the given product. (1) Given the product [C:20]([C:8]1[C:7]2[O:23][C:1](=[O:2])[NH:5][C:6]=2[CH:11]=[C:10]([O:12][CH2:13][C:14]2[CH:19]=[CH:18][CH:17]=[CH:16][CH:15]=2)[CH:9]=1)(=[O:22])[CH3:21], predict the reactants needed to synthesize it. The reactants are: [C:1](Cl)(Cl)=[O:2].[NH2:5][C:6]1[C:7]([OH:23])=[C:8]([C:20](=[O:22])[CH3:21])[CH:9]=[C:10]([O:12][CH2:13][C:14]2[CH:19]=[CH:18][CH:17]=[CH:16][CH:15]=2)[CH:11]=1.Cl. (2) Given the product [C:20]([C@@H:19]([NH:18][C:15]([C:7]1[CH:6]=[N:5][C:4]([CH:1]2[CH2:2][CH2:3]2)=[C:9]([O:10][CH2:11][CH:12]2[CH2:13][CH2:14]2)[N:8]=1)=[O:17])[CH2:23][CH:24]1[CH2:26][CH2:25]1)(=[O:21])[NH2:22], predict the reactants needed to synthesize it. The reactants are: [CH:1]1([C:4]2[N:5]=[CH:6][C:7]([C:15]([OH:17])=O)=[N:8][C:9]=2[O:10][CH2:11][CH:12]2[CH2:14][CH2:13]2)[CH2:3][CH2:2]1.[NH2:18][C@@H:19]([CH2:23][CH:24]1[CH2:26][CH2:25]1)[C:20]([NH2:22])=[O:21].